Dataset: Catalyst prediction with 721,799 reactions and 888 catalyst types from USPTO. Task: Predict which catalyst facilitates the given reaction. (1) Reactant: [Cl:1][C:2]1[CH:3]=[C:4]([C:8]2[C:9](=[O:18])[NH:10][C:11]3([CH2:17][CH2:16][CH2:15][CH2:14][CH2:13]3)[N:12]=2)[CH:5]=[CH:6][CH:7]=1.C(=O)([O-])[O-].[K+].[K+].Br[CH2:26][C:27]([O:29][CH2:30][CH3:31])=[O:28]. Product: [CH2:30]([O:29][C:27](=[O:28])[CH2:26][N:10]1[C:11]2([CH2:17][CH2:16][CH2:15][CH2:14][CH2:13]2)[N:12]=[C:8]([C:4]2[CH:5]=[CH:6][CH:7]=[C:2]([Cl:1])[CH:3]=2)[C:9]1=[O:18])[CH3:31]. The catalyst class is: 3. (2) Product: [C:1]([C:4]1[CH:5]=[C:6]([CH:10]=[CH:11][CH:12]=1)[C:7]([NH:13][CH2:14][C:15]1[CH:20]=[CH:19][CH:18]=[C:17]([C:21]2[CH:22]=[CH:23][CH:24]=[C:25]([CH2:27][N:28]3[CH2:33][CH2:32][NH:31][C@@H:30]([CH3:41])[CH2:29]3)[N:26]=2)[CH:16]=1)=[O:9])(=[O:3])[CH3:2]. The catalyst class is: 22. Reactant: [C:1]([C:4]1[CH:5]=[C:6]([CH:10]=[CH:11][CH:12]=1)[C:7]([OH:9])=O)(=[O:3])[CH3:2].[NH2:13][CH2:14][C:15]1[CH:16]=[C:17]([C:21]2[N:26]=[C:25]([CH2:27][N:28]3[CH2:33][CH2:32][N:31](C(OC(C)(C)C)=O)[C@@H:30]([CH3:41])[CH2:29]3)[CH:24]=[CH:23][CH:22]=2)[CH:18]=[CH:19][CH:20]=1.C(Cl)CCl.C1C=CC2N(O)N=NC=2C=1.C([O-])([O-])=O.[Na+].[Na+].C(O)(C(F)(F)F)=O. (3) Reactant: [Br:1][C:2]1[CH:7]=[CH:6][C:5]([OH:8])=[C:4]([CH:9]([CH3:11])[CH3:10])[CH:3]=1.Br[CH2:13][CH2:14][C:15]([CH3:17])=[CH2:16].C([O-])([O-])=O.[K+].[K+].O. Product: [Br:1][C:2]1[CH:7]=[CH:6][C:5]([O:8][CH2:13][CH2:14][C:15]([CH3:17])=[CH2:16])=[C:4]([CH:9]([CH3:11])[CH3:10])[CH:3]=1. The catalyst class is: 3.